From a dataset of Merck oncology drug combination screen with 23,052 pairs across 39 cell lines. Regression. Given two drug SMILES strings and cell line genomic features, predict the synergy score measuring deviation from expected non-interaction effect. (1) Drug 1: CN1C(=O)C=CC2(C)C3CCC4(C)C(NC(=O)OCC(F)(F)F)CCC4C3CCC12. Drug 2: N#Cc1ccc(Cn2cncc2CN2CCN(c3cccc(Cl)c3)C(=O)C2)cc1. Cell line: NCIH460. Synergy scores: synergy=0.548. (2) Drug 1: Nc1ccn(C2OC(CO)C(O)C2(F)F)c(=O)n1. Drug 2: Cn1c(=O)n(-c2ccc(C(C)(C)C#N)cc2)c2c3cc(-c4cnc5ccccc5c4)ccc3ncc21. Cell line: EFM192B. Synergy scores: synergy=4.94. (3) Drug 1: O=S1(=O)NC2(CN1CC(F)(F)F)C1CCC2Cc2cc(C=CCN3CCC(C(F)(F)F)CC3)ccc2C1. Drug 2: CCc1cnn2c(NCc3ccc[n+]([O-])c3)cc(N3CCCCC3CCO)nc12. Cell line: RKO. Synergy scores: synergy=-12.2. (4) Drug 1: O=C(NOCC(O)CO)c1ccc(F)c(F)c1Nc1ccc(I)cc1F. Drug 2: Cc1nc(Nc2ncc(C(=O)Nc3c(C)cccc3Cl)s2)cc(N2CCN(CCO)CC2)n1. Cell line: MSTO. Synergy scores: synergy=88.5.